This data is from Reaction yield outcomes from USPTO patents with 853,638 reactions. The task is: Predict the reaction yield, written as a fraction of the theoretical maximum amount of product (1.0 means a 100% yield; for example, 0.34 means a 34% yield). (1) The reactants are [C:1]([O:5][C:6]([N:8]1[CH2:13][CH:12]=[C:11]([C:14]2[N:19]=[CH:18][C:17]([C:20]([O:22][CH3:23])=[O:21])=[CH:16][N:15]=2)[CH2:10][CH2:9]1)=[O:7])([CH3:4])([CH3:3])[CH3:2]. The catalyst is C(O)C.C(OCC)(=O)C.[Pd]. The product is [C:1]([O:5][C:6]([N:8]1[CH2:13][CH2:12][CH:11]([C:14]2[N:19]=[CH:18][C:17]([C:20]([O:22][CH3:23])=[O:21])=[CH:16][N:15]=2)[CH2:10][CH2:9]1)=[O:7])([CH3:4])([CH3:3])[CH3:2]. The yield is 1.00. (2) The reactants are Cl[CH2:2][CH2:3][CH2:4][CH2:5][N:6]1[C:10]2[CH:11]=[CH:12][CH:13]=[CH:14][C:9]=2[N:8]=[N:7]1.[F:15][C:16]([F:30])([F:29])[C:17]1[CH:18]=[C:19]([CH:23]2[CH2:28][CH2:27]CN[CH2:24]2)[CH:20]=[CH:21][CH:22]=1.[CH:31]([N:34](C(C)C)CC)(C)C.[I-].[K+]. The catalyst is C(#N)C. The product is [N:6]1([CH2:5][CH2:4][CH2:3][CH2:2][N:34]2[CH2:31][CH2:24][CH:23]([C:19]3[CH:20]=[CH:21][CH:22]=[C:17]([C:16]([F:15])([F:29])[F:30])[CH:18]=3)[CH2:28][CH2:27]2)[C:10]2[CH:11]=[CH:12][CH:13]=[CH:14][C:9]=2[N:8]=[N:7]1. The yield is 0.678. (3) No catalyst specified. The product is [Br:1][C:2]1[CH:3]=[CH:4][C:5]2[S:9][C:8]([C:25]3([OH:27])[C:24]4[C:19](=[CH:20][CH:21]=[CH:22][CH:23]=4)[CH2:18][N:17]([CH3:16])[CH2:26]3)=[CH:7][C:6]=2[CH:10]=1. The reactants are [Br:1][C:2]1[CH:3]=[CH:4][C:5]2[S:9][CH:8]=[CH:7][C:6]=2[CH:10]=1.C([Li])(C)(C)C.[CH3:16][N:17]1[CH2:26][C:25](=[O:27])[C:24]2[C:19](=[CH:20][CH:21]=[CH:22][CH:23]=2)[CH2:18]1. The yield is 0.0800. (4) The catalyst is N1C=CC=CC=1. The reactants are [F:1][C:2]1[CH:7]=[CH:6][CH:5]=[CH:4][C:3]=1[N:8]=[C:9]=[O:10].[NH2:11][C:12]1[C:13]2[C:20]([C:21]([C:23]3[CH:28]=[C:27]([CH3:29])[N:26]=[C:25]([NH2:30])[CH:24]=3)=[O:22])=[CH:19][N:18]([CH:31]([CH3:33])[CH3:32])[C:14]=2[N:15]=[CH:16][N:17]=1. The yield is 0.720. The product is [NH2:11][C:12]1[C:13]2[C:20]([C:21]([C:23]3[CH:28]=[C:27]([CH3:29])[N:26]=[C:25]([NH:30][C:9]([NH:8][C:3]4[CH:4]=[CH:5][CH:6]=[CH:7][C:2]=4[F:1])=[O:10])[CH:24]=3)=[O:22])=[CH:19][N:18]([CH:31]([CH3:33])[CH3:32])[C:14]=2[N:15]=[CH:16][N:17]=1. (5) The reactants are [OH-:1].[Na+].C[O:4][C:5]([C:7]1[C:8]([NH:27][C:28]2[CH:33]=[CH:32][C:31]([Br:34])=[CH:30][C:29]=2[Cl:35])=[C:9]([Cl:26])[C:10]2[N:11]([C:13]([CH2:16][NH:17][CH2:18]C(OC(C)(C)C)=O)=[CH:14][N:15]=2)[CH:12]=1)=[O:6].[CH3:36][OH:37].O.Cl. The catalyst is O. The product is [Br:34][C:31]1[CH:32]=[CH:33][C:28]([NH:27][C:8]2[C:7]([C:5]([OH:4])=[O:6])=[CH:12][N:11]3[C:13]([CH2:16][N:17]([C:36]([O:37][C:7]([CH3:8])([CH3:12])[CH3:5])=[O:1])[CH3:18])=[CH:14][N:15]=[C:10]3[C:9]=2[Cl:26])=[C:29]([Cl:35])[CH:30]=1. The yield is 0.840.